Dataset: Reaction yield outcomes from USPTO patents with 853,638 reactions. Task: Predict the reaction yield, written as a fraction of the theoretical maximum amount of product (1.0 means a 100% yield; for example, 0.34 means a 34% yield). (1) The reactants are [NH2:1][OH:2].Cl.C[O:5][C:6](=O)[CH2:7][CH2:8][CH2:9][CH2:10][N:11]([CH2:20][C:21]1[C:26]([CH3:27])=[CH:25][CH:24]=[CH:23][N:22]=1)[CH2:12][C:13]1[C:18]([CH3:19])=[CH:17][CH:16]=[CH:15][N:14]=1. The catalyst is CO. The product is [OH:2][NH:1][C:6](=[O:5])[CH2:7][CH2:8][CH2:9][CH2:10][N:11]([CH2:20][C:21]1[C:26]([CH3:27])=[CH:25][CH:24]=[CH:23][N:22]=1)[CH2:12][C:13]1[C:18]([CH3:19])=[CH:17][CH:16]=[CH:15][N:14]=1. The yield is 0.370. (2) The reactants are [Cl:1][C:2]1[CH:7]=[CH:6][CH:5]=[C:4]([Cl:8])[C:3]=1[C:9]([NH:11][C@H:12]([C:41]([O:43][CH3:44])=[O:42])[CH2:13][C:14]1[CH:40]=[CH:39][C:17]([O:18][CH2:19][CH2:20][C:21]2[N:30]=[C:29]3[C:24]([CH2:25][CH2:26][CH2:27][N:28]3C(OC(C)(C)C)=O)=[C:23]([CH3:38])[CH:22]=2)=[CH:16][CH:15]=1)=[O:10].C(O)(C(F)(F)F)=O.N. The catalyst is C(Cl)Cl.CO. The product is [Cl:8][C:4]1[CH:5]=[CH:6][CH:7]=[C:2]([Cl:1])[C:3]=1[C:9]([NH:11][C@H:12]([C:41]([O:43][CH3:44])=[O:42])[CH2:13][C:14]1[CH:40]=[CH:39][C:17]([O:18][CH2:19][CH2:20][C:21]2[CH:22]=[C:23]([CH3:38])[C:24]3[CH2:25][CH2:26][CH2:27][NH:28][C:29]=3[N:30]=2)=[CH:16][CH:15]=1)=[O:10]. The yield is 0.730. (3) The reactants are Cl.[CH3:2][NH:3][CH3:4].[CH2:5]=O.Cl.[C:8]1(=[O:14])[CH2:13][CH2:12][CH2:11][CH2:10][CH2:9]1. The catalyst is C(O)C. The product is [CH3:2][N:3]([CH2:5][CH:9]1[CH2:10][CH2:11][CH2:12][CH2:13][C:8]1=[O:14])[CH3:4]. The yield is 0.580. (4) The reactants are [C:1]([C:5]1[CH:9]=[C:8]([NH:10][C:11]([O:13]C2C=CC=CC=2)=O)[N:7]([CH2:20][C:21]([O:23][CH2:24][CH3:25])=[O:22])[N:6]=1)([CH3:4])([CH3:3])[CH3:2].[CH3:26][O:27][C:28]1[CH:29]=[C:30]2[C:35](=[CH:36][C:37]=1[O:38][CH3:39])[N:34]=[CH:33][N:32]=[C:31]2[O:40][C:41]1[CH:42]=[C:43]([CH:45]=[CH:46][CH:47]=1)[NH2:44].C(N(CC)C(C)C)(C)C. The catalyst is C1COCC1. The product is [C:1]([C:5]1[CH:9]=[C:8]([NH:10][C:11]([NH:44][C:43]2[CH:45]=[CH:46][CH:47]=[C:41]([O:40][C:31]3[C:30]4[C:35](=[CH:36][C:37]([O:38][CH3:39])=[C:28]([O:27][CH3:26])[CH:29]=4)[N:34]=[CH:33][N:32]=3)[CH:42]=2)=[O:13])[N:7]([CH2:20][C:21]([O:23][CH2:24][CH3:25])=[O:22])[N:6]=1)([CH3:2])([CH3:3])[CH3:4]. The yield is 0.660. (5) The reactants are [C:1]([NH:9][CH:10]([CH3:19])[C:11](=[O:18])[CH2:12][C:13]([O:15][CH2:16][CH3:17])=[O:14])(=O)[C:2]1[CH:7]=[CH:6][CH:5]=[CH:4][CH:3]=1.O=P(Cl)(Cl)Cl.C([O-])(O)=O.[Na+]. The catalyst is CN(C=O)C. The product is [CH3:19][C:10]1[N:9]=[C:1]([C:2]2[CH:7]=[CH:6][CH:5]=[CH:4][CH:3]=2)[O:18][C:11]=1[CH2:12][C:13]([O:15][CH2:16][CH3:17])=[O:14]. The yield is 0.480. (6) The reactants are [C:1]([N:5]1[C:13]2[C:8](=[CH:9][C:10]([N+:14]([O-])=O)=[CH:11][CH:12]=2)[CH:7]=[CH:6]1)([CH3:4])([CH3:3])[CH3:2]. The catalyst is CO.[Ni]. The product is [C:1]([N:5]1[C:13]2[C:8](=[CH:9][C:10]([NH2:14])=[CH:11][CH:12]=2)[CH:7]=[CH:6]1)([CH3:4])([CH3:2])[CH3:3]. The yield is 0.450.